From a dataset of Forward reaction prediction with 1.9M reactions from USPTO patents (1976-2016). Predict the product of the given reaction. (1) Given the reactants [CH3:1][O:2][C:3]1[CH:8]=[CH:7][C:6]([O:9][CH3:10])=[CH:5][C:4]=1[CH2:11][C@H:12]([NH:14][C:15](=[O:20])[C:16]([F:19])([F:18])[F:17])[CH3:13].Cl[CH:22](Cl)[O:23]C.[Sn+6].[Cl-], predict the reaction product. The product is: [F:19][C:16]([F:17])([F:18])[C:15]([NH:14][C@H:12]([CH3:13])[CH2:11][C:4]1[CH:5]=[C:6]([O:9][CH3:10])[C:7]([CH:22]=[O:23])=[CH:8][C:3]=1[O:2][CH3:1])=[O:20]. (2) Given the reactants [CH3:1][O:2][C:3]1[CH:18]=[CH:17][C:6]([CH2:7][N:8]2[C@H:13]([CH3:14])[CH2:12][CH2:11][C@@H:10]([CH:15]=O)[CH2:9]2)=[CH:5][CH:4]=1.[C:19](=O)([O-])[O-].[K+].[K+].[N+](=C(P(=O)(OC)OC)C(=O)C)=[N-], predict the reaction product. The product is: [C:15]([C@H:10]1[CH2:9][N:8]([CH2:7][C:6]2[CH:17]=[CH:18][C:3]([O:2][CH3:1])=[CH:4][CH:5]=2)[C@H:13]([CH3:14])[CH2:12][CH2:11]1)#[CH:19]. (3) Given the reactants Br[C:2]1[CH:7]=[CH:6][CH:5]=[CH:4][C:3]=1[S:8]([NH2:11])(=[O:10])=[O:9].[C:12]([C:15]1[CH:20]=[CH:19][C:18](B(O)O)=[CH:17][CH:16]=1)([OH:14])=[O:13].C1(C)C=CC=CC=1.C(=O)([O-])[O-].[Na+].[Na+], predict the reaction product. The product is: [NH2:11][S:8]([C:3]1[CH:4]=[CH:5][CH:6]=[CH:7][C:2]=1[C:18]1[CH:19]=[CH:20][C:15]([C:12]([OH:14])=[O:13])=[CH:16][CH:17]=1)(=[O:10])=[O:9]. (4) Given the reactants Cl[C:2]1[N:11]=[C:10]([C:12]2[CH:17]=[CH:16][CH:15]=[CH:14][C:13]=2[Cl:18])[CH:9]=[C:8]2[C:3]=1[CH:4]=[C:5]([NH:19][C:20]([CH:22]1[CH2:24][CH2:23]1)=[O:21])[N:6]=[CH:7]2.C[Si]([C:29]#[CH:30])(C)C.C(N(CC)C(C)C)(C)C.C(=O)([O-])[O-].[K+].[K+], predict the reaction product. The product is: [Cl:18][C:13]1[CH:14]=[CH:15][CH:16]=[CH:17][C:12]=1[C:10]1[CH:9]=[C:8]2[C:3]([CH:4]=[C:5]([NH:19][C:20]([CH:22]3[CH2:24][CH2:23]3)=[O:21])[N:6]=[CH:7]2)=[C:2]([C:29]#[CH:30])[N:11]=1. (5) The product is: [CH:1]1([CH:4]2[S:5][CH2:6][CH2:7][NH:8][CH2:9]2)[CH2:3][CH2:2]1. Given the reactants [CH:1]1([CH:4]2[CH2:9][NH:8][C:7](=O)[CH2:6][S:5]2)[CH2:3][CH2:2]1.[H-].[H-].[H-].[H-].[Li+].[Al+3].[O-]S([O-])(=O)=O.[Na+].[Na+], predict the reaction product. (6) Given the reactants C(N(CC)CC)C.Cl.[NH2:9][CH2:10][C:11]1[CH:19]=[CH:18][CH:17]=[C:16]2[C:12]=1[C:13](=[O:38])[N:14]([CH:21]([C:27]1[CH:32]=[CH:31][C:30]([O:33][CH3:34])=[C:29]([O:35][CH2:36][CH3:37])[CH:28]=1)[CH2:22][S:23]([CH3:26])(=[O:25])=[O:24])[C:15]2=[O:20].[Cl:39][CH2:40][C:41](Cl)=[O:42], predict the reaction product. The product is: [Cl:39][CH2:40][C:41]([NH:9][CH2:10][C:11]1[CH:19]=[CH:18][CH:17]=[C:16]2[C:12]=1[C:13](=[O:38])[N:14]([CH:21]([C:27]1[CH:32]=[CH:31][C:30]([O:33][CH3:34])=[C:29]([O:35][CH2:36][CH3:37])[CH:28]=1)[CH2:22][S:23]([CH3:26])(=[O:25])=[O:24])[C:15]2=[O:20])=[O:42]. (7) Given the reactants ClC(Cl)(Cl)C([N:5]1[CH2:10][CH2:9][N:8]([C:11]2[CH:16]=[C:15]([S:17]([N:20]3[C:28]4[C:23](=[CH:24][CH:25]=[C:26]([Cl:29])[CH:27]=4)[CH:22]=[CH:21]3)(=[O:19])=[O:18])[CH:14]=[CH:13][C:12]=2[O:30][CH3:31])[CH2:7][CH2:6]1)=O.[OH-].[K+], predict the reaction product. The product is: [Cl:29][C:26]1[CH:27]=[C:28]2[C:23]([CH:22]=[CH:21][N:20]2[S:17]([C:15]2[CH:14]=[CH:13][C:12]([O:30][CH3:31])=[C:11]([N:8]3[CH2:7][CH2:6][NH:5][CH2:10][CH2:9]3)[CH:16]=2)(=[O:19])=[O:18])=[CH:24][CH:25]=1. (8) Given the reactants [Mg].C1(S([N:11]2[C:26]([CH2:27][CH3:28])=[C:15]3[CH2:16][CH:17]([N:23]([CH3:25])[CH3:24])[C:18]4[CH2:19][O:20][CH:21]=[CH:22][C:13]([C:14]=43)=[CH:12]2)(=O)=O)C=CC=CC=1, predict the reaction product. The product is: [CH2:27]([C:26]1[NH:11][CH:12]=[C:13]2[CH:22]=[CH:21][O:20][CH2:19][C:18]3[CH:17]([N:23]([CH3:25])[CH3:24])[CH2:16][C:15]=1[C:14]2=3)[CH3:28].